From a dataset of Forward reaction prediction with 1.9M reactions from USPTO patents (1976-2016). Predict the product of the given reaction. (1) Given the reactants [Br:1][C:2]1[CH:3]=[C:4]([CH:7]=[CH:8][CH:9]=1)[CH2:5]Br.[C:10]1([CH:16]2[O:21][CH2:20][CH2:19][NH:18][CH2:17]2)[CH:15]=[CH:14][CH:13]=[CH:12][CH:11]=1.C(=O)([O-])[O-].[K+].[K+], predict the reaction product. The product is: [Br:1][C:2]1[CH:3]=[C:4]([CH:7]=[CH:8][CH:9]=1)[CH2:5][N:18]1[CH2:19][CH2:20][O:21][CH:16]([C:10]2[CH:15]=[CH:14][CH:13]=[CH:12][CH:11]=2)[CH2:17]1. (2) Given the reactants [F:1][C:2]1[CH:7]=[CH:6][CH:5]=[CH:4][C:3]=1[N:8]1[C:16]2[C:11](=[C:12]([N:17]3[CH2:21][CH2:20][N:19]([CH:22]4[CH2:25][N:24](C(OC(C)(C)C)=O)[CH2:23]4)[C:18]3=[O:33])[CH:13]=[CH:14][CH:15]=2)[CH:10]=[N:9]1.FC(F)(F)C(O)=O, predict the reaction product. The product is: [NH:24]1[CH2:23][CH:22]([N:19]2[CH2:20][CH2:21][N:17]([C:12]3[CH:13]=[CH:14][CH:15]=[C:16]4[C:11]=3[CH:10]=[N:9][N:8]4[C:3]3[CH:4]=[CH:5][CH:6]=[CH:7][C:2]=3[F:1])[C:18]2=[O:33])[CH2:25]1. (3) The product is: [CH:1]([N:4]1[CH2:5][CH2:6][N:7]([C:10]([C@H:12]2[CH2:17][CH2:16][C@H:15]([N:18]([CH3:29])[S:19]([C:22]3[CH:27]=[CH:26][CH:25]=[CH:24][C:23]=3[CH3:28])(=[O:21])=[O:20])[CH2:14][CH2:13]2)=[O:11])[CH2:8][CH2:9]1)([CH3:3])[CH3:2]. Given the reactants [CH:1]([N:4]1[CH2:9][CH2:8][N:7]([C:10]([C@H:12]2[CH2:17][CH2:16][C@H:15]([NH:18][S:19]([C:22]3[CH:27]=[CH:26][CH:25]=[CH:24][C:23]=3[CH3:28])(=[O:21])=[O:20])[CH2:14][CH2:13]2)=[O:11])[CH2:6][CH2:5]1)([CH3:3])[CH3:2].[C:29](C=P(CCCC)(CCCC)CCCC)#N.CO, predict the reaction product. (4) The product is: [CH2:36]([O:35][CH:34]([O:38][CH2:39][CH3:40])[CH2:33][N:28]1[CH:29]=[C:9]2[C:10]([N:11]=[C:12]([C:20]3[CH:25]=[CH:24][C:23]([F:26])=[CH:22][CH:21]=3)[C:13]([C:14]3[CH:15]=[CH:16][N:17]=[CH:18][CH:19]=3)=[C:8]2[C:5]2[CH:6]=[CH:7][C:2]([F:1])=[CH:3][CH:4]=2)=[N:27]1)[CH3:37].[CH2:36]([O:35][CH:34]([O:38][CH2:39][CH3:40])[CH2:33][N:27]1[C:10]2=[N:11][C:12]([C:20]3[CH:25]=[CH:24][C:23]([F:26])=[CH:22][CH:21]=3)=[C:13]([C:14]3[CH:15]=[CH:16][N:17]=[CH:18][CH:19]=3)[C:8]([C:5]3[CH:6]=[CH:7][C:2]([F:1])=[CH:3][CH:4]=3)=[C:9]2[CH:29]=[N:28]1)[CH3:37]. Given the reactants [F:1][C:2]1[CH:7]=[CH:6][C:5]([C:8]2[C:13]([C:14]3[CH:19]=[CH:18][N:17]=[CH:16][CH:15]=3)=[C:12]([C:20]3[CH:25]=[CH:24][C:23]([F:26])=[CH:22][CH:21]=3)[N:11]=[C:10]3[NH:27][N:28]=[CH:29][C:9]=23)=[CH:4][CH:3]=1.[OH-].[K+].Br[CH2:33][CH:34]([O:38][CH2:39][CH3:40])[O:35][CH2:36][CH3:37].COCCOCCOC, predict the reaction product. (5) Given the reactants [F:1][C:2]1[CH:3]=[CH:4][C:5]([C:12]#[C:13][Si](C)(C)C)=[C:6]([CH2:8][C:9]([NH2:11])=[O:10])[CH:7]=1.CCCC[N+](CCCC)(CCCC)CCCC.[F-].O, predict the reaction product. The product is: [C:12]([C:5]1[CH:4]=[CH:3][C:2]([F:1])=[CH:7][C:6]=1[CH2:8][C:9]([NH2:11])=[O:10])#[CH:13]. (6) Given the reactants [CH:1]1([CH2:4][N:5]2[CH2:10][CH2:9][CH:8]([C:11]3[CH:16]=[CH:15][C:14]([N+:17]([O-])=O)=[CH:13][CH:12]=3)[CH2:7][CH2:6]2)[CH2:3][CH2:2]1.[H][H], predict the reaction product. The product is: [CH:1]1([CH2:4][N:5]2[CH2:6][CH2:7][CH:8]([C:11]3[CH:12]=[CH:13][C:14]([NH2:17])=[CH:15][CH:16]=3)[CH2:9][CH2:10]2)[CH2:2][CH2:3]1. (7) Given the reactants [C:1](#[N:10])[CH:2]=[CH:3][C:4]1[CH:9]=[CH:8][CH:7]=[CH:6][CH:5]=1.[C:11]([O:19][CH2:20][CH3:21])(=[O:18])[CH2:12][C:13]([O:15][CH2:16][CH3:17])=[O:14], predict the reaction product. The product is: [C:1]([CH2:2][CH:3]([C:4]1[CH:9]=[CH:8][CH:7]=[CH:6][CH:5]=1)[CH:12]([C:13]([O:15][CH2:16][CH3:17])=[O:14])[C:11]([O:19][CH2:20][CH3:21])=[O:18])#[N:10]. (8) Given the reactants Br[C:2]1[CH:7]=[CH:6][C:5]([C:8]([N:10]2[CH2:15][CH2:14][N:13]([C:16]3[C:21]([CH3:22])=[CH:20][C:19]([CH2:23][CH3:24])=[CH:18][N:17]=3)[CH2:12][CH2:11]2)=[O:9])=[C:4]([S:25]([CH3:28])(=[O:27])=[O:26])[CH:3]=1.[S:29]1(=[O:36])(=[O:35])[CH2:34][CH2:33][CH2:32][CH2:31][NH:30]1, predict the reaction product. The product is: [O:35]=[S:29]1(=[O:36])[CH2:34][CH2:33][CH2:32][CH2:31][N:30]1[C:2]1[CH:7]=[CH:6][C:5]([C:8]([N:10]2[CH2:15][CH2:14][N:13]([C:16]3[C:21]([CH3:22])=[CH:20][C:19]([CH2:23][CH3:24])=[CH:18][N:17]=3)[CH2:12][CH2:11]2)=[O:9])=[C:4]([S:25]([CH3:28])(=[O:27])=[O:26])[CH:3]=1.